Dataset: Reaction yield outcomes from USPTO patents with 853,638 reactions. Task: Predict the reaction yield, written as a fraction of the theoretical maximum amount of product (1.0 means a 100% yield; for example, 0.34 means a 34% yield). (1) The reactants are [SH:1][CH2:2][CH2:3][C:4]1[CH:14]=[CH:13][C:7]([C:8]([O:10][CH2:11][CH3:12])=[O:9])=[CH:6][CH:5]=1.[BH4-].I[C:17]1[CH:18]=[C:19]2[C:23](=[CH:24][CH:25]=1)[N:22]([CH3:26])[C:21](=[O:27])[C:20]2([O:30][CH3:31])[O:28][CH3:29]. The catalyst is O1CCCC1.C(O)C. The product is [CH3:29][O:28][C:20]1([O:30][CH3:31])[C:19]2[C:23](=[CH:24][CH:25]=[C:17]([S:1][CH2:2][CH2:3][C:4]3[CH:14]=[CH:13][C:7]([C:8]([O:10][CH2:11][CH3:12])=[O:9])=[CH:6][CH:5]=3)[CH:18]=2)[N:22]([CH3:26])[C:21]1=[O:27]. The yield is 0.530. (2) The catalyst is C(O)C. The yield is 0.910. The reactants are [C:1]([O:5][C:6](=[O:27])[C@H:7]([CH2:19][C:20]1[CH:25]=[CH:24][C:23]([OH:26])=[CH:22][CH:21]=1)[NH:8][C:9]1[C:13](OCC)=[N:12][S:11](=[O:18])(=[O:17])[N:10]=1)([CH3:4])([CH3:3])[CH3:2].C([O-])=O.[CH3:31][C:32]1[CH:33]=[C:34]([NH:38][C:39]([NH:41][CH2:42][CH2:43][NH2:44])=[O:40])[CH:35]=[CH:36][CH:37]=1.C(N(CC)CC)C. The product is [C:1]([O:5][C:6](=[O:27])[C@H:7]([CH2:19][C:20]1[CH:25]=[CH:24][C:23]([OH:26])=[CH:22][CH:21]=1)[NH:8][C:9]1[C:13]([NH:44][CH2:43][CH2:42][NH:41][C:39]([NH:38][C:34]2[CH:35]=[CH:36][CH:37]=[C:32]([CH3:31])[CH:33]=2)=[O:40])=[N:12][S:11](=[O:17])(=[O:18])[N:10]=1)([CH3:3])([CH3:4])[CH3:2]. (3) The reactants are [Cl-].O[NH3+:3].[C:4](=[O:7])([O-])[OH:5].[Na+].CS(C)=O.[CH2:13]([C:17]1[N:21]([CH2:22][C:23]2[CH:28]=[CH:27][C:26]([C:29]3[C:30]([C:35]#[N:36])=[CH:31][CH:32]=[CH:33][CH:34]=3)=[CH:25][CH:24]=2)[C:20](=[O:37])[N:19]([CH2:38][C:39]([CH3:42])([CH3:41])[CH3:40])[N:18]=1)[CH2:14][CH2:15][CH3:16]. The catalyst is C(OCC)(=O)C. The product is [CH2:13]([C:17]1[N:21]([CH2:22][C:23]2[CH:28]=[CH:27][C:26]([C:29]3[CH:34]=[CH:33][CH:32]=[CH:31][C:30]=3[C:35]3[NH:3][C:4](=[O:7])[O:5][N:36]=3)=[CH:25][CH:24]=2)[C:20](=[O:37])[N:19]([CH2:38][C:39]([CH3:41])([CH3:40])[CH3:42])[N:18]=1)[CH2:14][CH2:15][CH3:16]. The yield is 0.720. (4) The reactants are [H-].[Na+].[S:3]([N:13]1[C:17]2=[N:18][CH:19]=[C:20]([NH:22][C:23](=[O:29])[O:24][C:25]([CH3:28])([CH3:27])[CH3:26])[N:21]=[C:16]2[CH:15]=[CH:14]1)([C:6]1[CH:12]=[CH:11][C:9]([CH3:10])=[CH:8][CH:7]=1)(=[O:5])=[O:4].Br[CH2:31][C:32]([CH:34]1[CH2:38][CH:37]([N:39]([CH2:47][C:48]2[CH:53]=[CH:52][CH:51]=[CH:50][CH:49]=2)[CH2:40][C:41]2[CH:46]=[CH:45][CH:44]=[CH:43][CH:42]=2)[CH2:36][CH:35]1[CH3:54])=[O:33]. The catalyst is CN(C=O)C. The product is [CH2:47]([N:39]([CH2:40][C:41]1[CH:42]=[CH:43][CH:44]=[CH:45][CH:46]=1)[CH:37]1[CH2:38][CH:34]([C:32](=[O:33])[CH2:31][N:22]([C:20]2[N:21]=[C:16]3[CH:15]=[CH:14][N:13]([S:3]([C:6]4[CH:7]=[CH:8][C:9]([CH3:10])=[CH:11][CH:12]=4)(=[O:5])=[O:4])[C:17]3=[N:18][CH:19]=2)[C:23](=[O:29])[O:24][C:25]([CH3:26])([CH3:28])[CH3:27])[CH:35]([CH3:54])[CH2:36]1)[C:48]1[CH:49]=[CH:50][CH:51]=[CH:52][CH:53]=1. The yield is 0.970. (5) The reactants are O=C1C2C(=CC=CC=2)C(=O)[N:3]1[CH2:12][C:13]1[N:18]2[N:19]=[C:20]([C:24]3[CH:29]=[CH:28][C:27]([O:30][C:31]4[CH:36]=[CH:35][CH:34]=[CH:33][CH:32]=4)=[CH:26][CH:25]=3)[C:21]([C:22]#[N:23])=[C:17]2[N:16]=[CH:15][CH:14]=1. The catalyst is CO.O1CCOCC1.O.NN. The product is [NH2:3][CH2:12][C:13]1[N:18]2[N:19]=[C:20]([C:24]3[CH:29]=[CH:28][C:27]([O:30][C:31]4[CH:36]=[CH:35][CH:34]=[CH:33][CH:32]=4)=[CH:26][CH:25]=3)[C:21]([C:22]#[N:23])=[C:17]2[N:16]=[CH:15][CH:14]=1. The yield is 0.710. (6) The reactants are [C:1](OC(=O)C)(=[O:3])[CH3:2].[N+:8]([C:11]1[CH:37]=[CH:36][C:14]([CH2:15][O:16][C:17]2[CH:18]=[C:19]([CH:33]=[CH:34][CH:35]=2)[C:20]([NH:22][C:23]2[CH:28]=[CH:27][CH:26]=[CH:25][C:24]=2[S:29](=[O:32])(=[O:31])[NH2:30])=[O:21])=[CH:13][CH:12]=1)([O-:10])=[O:9]. The catalyst is CN(C)C1C=CN=CC=1.O1CCCC1. The product is [N+:8]([C:11]1[CH:12]=[CH:13][C:14]([CH2:15][O:16][C:17]2[CH:18]=[C:19]([CH:33]=[CH:34][CH:35]=2)[C:20]([NH:22][C:23]2[CH:28]=[CH:27][CH:26]=[CH:25][C:24]=2[S:29]([NH:30][C:1](=[O:3])[CH3:2])(=[O:32])=[O:31])=[O:21])=[CH:36][CH:37]=1)([O-:10])=[O:9]. The yield is 0.898. (7) The reactants are [Br:1][C:2]1[CH:7]=[C:6]([CH2:8][CH:9]([C:18]2[CH:23]=[CH:22][CH:21]=[CH:20][CH:19]=2)[C:10](=[O:17])[C:11]2[CH:16]=[CH:15][CH:14]=[CH:13][CH:12]=2)[CH:5]=[CH:4][C:3]=1[C:24]1[S:28](=[O:30])(=[O:29])[N:27](C(C)(C)C)[C:26](=[O:35])[CH:25]=1. The catalyst is FC(F)(F)C(O)=O. The product is [Br:1][C:2]1[CH:7]=[C:6]([CH2:8][CH:9]([C:18]2[CH:23]=[CH:22][CH:21]=[CH:20][CH:19]=2)[C:10](=[O:17])[C:11]2[CH:12]=[CH:13][CH:14]=[CH:15][CH:16]=2)[CH:5]=[CH:4][C:3]=1[C:24]1[S:28](=[O:29])(=[O:30])[NH:27][C:26](=[O:35])[CH:25]=1. The yield is 0.650.